Dataset: Peptide-MHC class II binding affinity with 134,281 pairs from IEDB. Task: Regression. Given a peptide amino acid sequence and an MHC pseudo amino acid sequence, predict their binding affinity value. This is MHC class II binding data. (1) The peptide sequence is KGDEQKLRSAGEVEI. The MHC is DRB1_1602 with pseudo-sequence DRB1_1602. The binding affinity (normalized) is 0.306. (2) The peptide sequence is PGLIIGALAGST. The MHC is DRB1_0401 with pseudo-sequence DRB1_0401. The binding affinity (normalized) is 0.247. (3) The peptide sequence is ALTKAITAMSEVQKV. The MHC is HLA-DPA10201-DPB11401 with pseudo-sequence HLA-DPA10201-DPB11401. The binding affinity (normalized) is 0.589. (4) The peptide sequence is GKARTAWVDSGAQLG. The MHC is DRB1_1201 with pseudo-sequence DRB1_1201. The binding affinity (normalized) is 0.149. (5) The peptide sequence is ILDLCYQLSMRIANQ. The MHC is DRB1_0301 with pseudo-sequence DRB1_0301. The binding affinity (normalized) is 0.574.